This data is from Peptide-MHC class II binding affinity with 134,281 pairs from IEDB. The task is: Regression. Given a peptide amino acid sequence and an MHC pseudo amino acid sequence, predict their binding affinity value. This is MHC class II binding data. (1) The peptide sequence is TVPRTKYTATISGLK. The MHC is DRB1_1302 with pseudo-sequence DRB1_1302. The binding affinity (normalized) is 0.183. (2) The peptide sequence is LSLAVSSAVPTSWVP. The MHC is DRB3_0301 with pseudo-sequence DRB3_0301. The binding affinity (normalized) is 0.820. (3) The peptide sequence is DGGNMLETIRITPDN. The MHC is DRB1_0101 with pseudo-sequence DRB1_0101. The binding affinity (normalized) is 0.426.